Dataset: Full USPTO retrosynthesis dataset with 1.9M reactions from patents (1976-2016). Task: Predict the reactants needed to synthesize the given product. (1) Given the product [Br:1][C:2]1[C:3]([F:17])=[CH:4][CH:5]=[C:6]2[C:11]=1[N:10]=[C:9]([NH:21][CH:18]([CH3:20])[CH3:19])[N:8]([CH:13]1[CH2:15][CH2:14]1)[C:7]2=[O:16], predict the reactants needed to synthesize it. The reactants are: [Br:1][C:2]1[C:3]([F:17])=[CH:4][CH:5]=[C:6]2[C:11]=1[N:10]=[C:9](Cl)[N:8]([CH:13]1[CH2:15][CH2:14]1)[C:7]2=[O:16].[CH:18]([NH2:21])([CH3:20])[CH3:19]. (2) Given the product [OH:2][C:3]1[CH:8]=[C:7]([C:9]([N:11]2[CH2:16][CH2:15][N:14]([CH3:17])[CH2:13][CH2:12]2)=[O:10])[CH:6]=[CH:5][C:4]=1[C:18]1[CH:19]=[CH:20][C:21]2[N:22]([C:24]([C:27]3[CH:28]=[CH:29][C:30]([C:31]#[N:32])=[CH:33][CH:34]=3)=[CH:25][N:26]=2)[CH:23]=1, predict the reactants needed to synthesize it. The reactants are: C[O:2][C:3]1[CH:8]=[C:7]([C:9]([N:11]2[CH2:16][CH2:15][N:14]([CH3:17])[CH2:13][CH2:12]2)=[O:10])[CH:6]=[CH:5][C:4]=1[C:18]1[CH:19]=[CH:20][C:21]2[N:22]([C:24]([C:27]3[CH:34]=[CH:33][C:30]([C:31]#[N:32])=[CH:29][CH:28]=3)=[CH:25][N:26]=2)[CH:23]=1.B(Br)(Br)Br. (3) Given the product [ClH:1].[C:13]([C@@:10]1([CH:15]([CH3:17])[CH3:16])[CH2:11][CH2:12][N:8]([C:6]2[CH:5]=[CH:4][N:3]=[C:2]([NH:19][C:20]3[CH:21]=[N:22][N:23]([CH2:25][C:26]([N:28]([CH3:30])[CH3:29])=[O:27])[CH:24]=3)[N:7]=2)[C:9]1=[O:18])#[N:14], predict the reactants needed to synthesize it. The reactants are: [Cl:1][C:2]1[N:7]=[C:6]([N:8]2[CH2:12][CH2:11][C@:10]([CH:15]([CH3:17])[CH3:16])([C:13]#[N:14])[C:9]2=[O:18])[CH:5]=[CH:4][N:3]=1.[NH2:19][C:20]1[CH:21]=[N:22][N:23]([CH2:25][C:26]([N:28]([CH3:30])[CH3:29])=[O:27])[CH:24]=1.C(O)(=O)C. (4) The reactants are: [C:1]1([OH:7])C=CC=C[CH:2]=1.CC(C)N=C=NC(C)C.FF.[CH3:19][O:20][CH2:21][CH:22]([OH:24])[CH3:23]. Given the product [C:1]([O:24][CH:22]([CH3:23])[CH2:21][O:20][CH3:19])(=[O:7])[CH3:2], predict the reactants needed to synthesize it. (5) Given the product [N:1]1([C:7]2[S:8][C:9]3[C:15]([CH2:16][OH:17])=[CH:14][CH:13]=[CH:12][C:10]=3[N:11]=2)[CH2:6][CH2:5][CH2:4][CH2:3][CH2:2]1, predict the reactants needed to synthesize it. The reactants are: [N:1]1([C:7]2[S:8][C:9]3[C:15]([C:16](O)=[O:17])=[CH:14][CH:13]=[CH:12][C:10]=3[N:11]=2)[CH2:6][CH2:5][CH2:4][CH2:3][CH2:2]1.[H-].[Al+3].[Li+].[H-].[H-].[H-]. (6) Given the product [NH2:8][C:6]1[CH:5]=[C:4]([C:11]([F:12])([F:13])[F:14])[C:3]([S:15][C:16]2[CH:25]=[CH:24][C:19]([C:20]([O:22][CH3:23])=[O:21])=[CH:18][CH:17]=2)=[C:2]([Cl:1])[CH:7]=1, predict the reactants needed to synthesize it. The reactants are: [Cl:1][C:2]1[CH:7]=[C:6]([N+:8]([O-])=O)[CH:5]=[C:4]([C:11]([F:14])([F:13])[F:12])[C:3]=1[S:15][C:16]1[CH:25]=[CH:24][C:19]([C:20]([O:22][CH3:23])=[O:21])=[CH:18][CH:17]=1.[Cl-].[NH4+].CO. (7) Given the product [ClH:33].[CH:20]1[C:21]2[C:16](=[C:15]([NH:14][CH:10]3[CH2:11][CH2:12][CH2:13][NH:8][CH2:9]3)[CH:24]=[CH:23][CH:22]=2)[CH:17]=[CH:18][N:19]=1, predict the reactants needed to synthesize it. The reactants are: C(OC([N:8]1[CH2:13][CH2:12][CH2:11][CH:10]([NH:14][C:15]2[CH:24]=[CH:23][CH:22]=[C:21]3[C:16]=2[CH:17]=[CH:18][N:19]=[CH:20]3)[CH2:9]1)=O)(C)(C)C.Cl.CCOC(C)=O.C(Cl)[Cl:33].CO. (8) Given the product [Cl:16][C:13]1[CH:14]=[CH:15][C:10]([C:7]([NH2:4])([CH3:8])[CH3:9])=[CH:11][C:12]=1[CH3:17], predict the reactants needed to synthesize it. The reactants are: [N-]=[N+]=[N-].[N:4]([C:7]([C:10]1[CH:15]=[CH:14][C:13]([Cl:16])=[C:12]([CH3:17])[CH:11]=1)([CH3:9])[CH3:8])=[N+]=[N-].